From a dataset of Full USPTO retrosynthesis dataset with 1.9M reactions from patents (1976-2016). Predict the reactants needed to synthesize the given product. (1) Given the product [O:1]=[C:2]1[C:10](=[O:11])[C:9]2[C:4](=[CH:5][CH:6]=[C:7]([S:12][CH2:13][CH2:14][CH2:15][C:16]3[CH:17]=[CH:18][C:19]([C:20]([OH:22])=[O:21])=[CH:25][CH:26]=3)[CH:8]=2)[N:3]1[CH2:27][CH2:28][CH2:29][CH2:30][CH2:31][CH3:32], predict the reactants needed to synthesize it. The reactants are: [O:1]=[C:2]1[C:10](=[O:11])[C:9]2[C:4](=[CH:5][CH:6]=[C:7]([S:12][CH2:13][CH2:14][CH2:15][C:16]3[CH:26]=[CH:25][C:19]([C:20]([O:22]CC)=[O:21])=[CH:18][CH:17]=3)[CH:8]=2)[N:3]1[CH2:27][CH2:28][CH2:29][CH2:30][CH2:31][CH3:32].C(=O)([O-])[O-].[K+].[K+]. (2) Given the product [O:26]=[C:7]1[C:6]([CH2:5][C:4]([OH:27])=[O:3])=[C:15]([C:16]2[CH:17]=[CH:18][CH:19]=[CH:20][CH:21]=2)[C:14]2[C:9](=[CH:10][C:11]3[C:24](=[O:25])[CH2:23][CH2:22][C:12]=3[CH:13]=2)[O:8]1, predict the reactants needed to synthesize it. The reactants are: C([O:3][C:4](=[O:27])[CH2:5][C:6]1[C:7](=[O:26])[O:8][C:9]2[C:14]([C:15]=1[C:16]1[CH:21]=[CH:20][CH:19]=[CH:18][CH:17]=1)=[CH:13][C:12]1[CH2:22][CH2:23][C:24](=[O:25])[C:11]=1[CH:10]=2)C.Cl. (3) Given the product [C:1]([OH:7])([C:3]([F:6])([F:5])[F:4])=[O:2].[CH3:8][Si:9]([C:12]#[C:13][C:14]1[N:18]=[C:17]([C@@H:19]2[CH2:24][C@@H:23]3[C@@H:21]([CH2:22]3)[NH:20]2)[NH:16][CH:15]=1)([CH3:10])[CH3:11], predict the reactants needed to synthesize it. The reactants are: [C:1]([OH:7])([C:3]([F:6])([F:5])[F:4])=[O:2].[CH3:8][Si:9]([C:12]#[C:13][C:14]1[NH:18][C:17]([C@@H:19]2[CH2:24][C@@H:23]3[C@@H:21]([CH2:22]3)[N:20]2C(OC(C)(C)C)=O)=[N:16][CH:15]=1)([CH3:11])[CH3:10]. (4) The reactants are: Cl[C:2](Cl)([O:4]C(=O)OC(Cl)(Cl)Cl)Cl.[NH2:13][C:14]1[CH:19]=[CH:18][C:17]([C:20]2[C:30]3[C:29](=[O:31])[N:28]([CH2:32][CH3:33])[CH2:27][C:26]([CH3:35])([CH3:34])[O:25][C:24]=3[N:23]=[C:22]([N:36]3[CH2:42][CH:41]4[O:43][CH:38]([CH2:39][CH2:40]4)[CH2:37]3)[N:21]=2)=[CH:16][C:15]=1[F:44].C(N(CC)CC)C.[NH2:52][C@H:53]([CH3:56])[CH2:54][OH:55]. Given the product [CH2:32]([N:28]1[CH2:27][C:26]([CH3:34])([CH3:35])[O:25][C:24]2[N:23]=[C:22]([N:36]3[CH2:37][CH:38]4[O:43][CH:41]([CH2:40][CH2:39]4)[CH2:42]3)[N:21]=[C:20]([C:17]3[CH:18]=[CH:19][C:14]([NH:13][C:2]([NH:52][C@H:53]([CH3:56])[CH2:54][OH:55])=[O:4])=[C:15]([F:44])[CH:16]=3)[C:30]=2[C:29]1=[O:31])[CH3:33], predict the reactants needed to synthesize it. (5) Given the product [O:1]=[C:2]1[CH:6]2[CH2:7][N:8]([C:11]([O:13][C:14]([CH3:17])([CH3:16])[CH3:15])=[O:12])[CH2:9][CH2:10][N:5]2[CH2:4][CH2:3]1, predict the reactants needed to synthesize it. The reactants are: [O:1]=[C:2]1[CH:6]2[CH2:7][N:8]([C:11]([O:13][C:14]([CH3:17])([CH3:16])[CH3:15])=[O:12])[CH2:9][CH2:10][N:5]2[CH2:4][CH:3]1C(OC)=O.CS(C)=O.[Na+].[Cl-]. (6) Given the product [NH2:12][CH:9]1[CH2:10][CH2:11][CH:6]([NH:5][S:2]([CH3:1])(=[O:4])=[O:3])[CH2:7][CH2:8]1, predict the reactants needed to synthesize it. The reactants are: [CH3:1][S:2]([NH:5][CH:6]1[CH2:11][CH2:10][CH:9]([NH:12]C(=O)OC(C)(C)C)[CH2:8][CH2:7]1)(=[O:4])=[O:3].C(O)(C(F)(F)F)=O.C(OCC)C. (7) The reactants are: Cl[C:2]1[CH:7]=[CH:6][N:5]=[C:4]2[CH:8]=[C:9]([C:11]([N:13]3[CH2:17][CH2:16][C@@H:15]([OH:18])[CH2:14]3)=[O:12])[S:10][C:3]=12.[CH3:19][NH:20][C:21]([C:23]1[C:24]2[CH:33]=[CH:32][C:31]([OH:34])=[CH:30][C:25]=2[S:26][C:27]=1[CH2:28][CH3:29])=[O:22].C([O-])([O-])=O.[Cs+].[Cs+]. Given the product [CH3:19][NH:20][C:21]([C:23]1[C:24]2[CH:33]=[CH:32][C:31]([O:34][C:2]3[CH:7]=[CH:6][N:5]=[C:4]4[CH:8]=[C:9]([C:11]([N:13]5[CH2:17][CH2:16][C@@H:15]([OH:18])[CH2:14]5)=[O:12])[S:10][C:3]=34)=[CH:30][C:25]=2[S:26][C:27]=1[CH2:28][CH3:29])=[O:22], predict the reactants needed to synthesize it.